Dataset: Kir2.1 potassium channel HTS with 301,493 compounds. Task: Binary Classification. Given a drug SMILES string, predict its activity (active/inactive) in a high-throughput screening assay against a specified biological target. (1) The drug is O=C1CC(Cc2nc3n(nc(n3)C)cc12)(C)C. The result is 0 (inactive). (2) The molecule is O1CCN(CC1)c1c(NC(=O)c2occc2)cc(cc1)C(OC)=O. The result is 0 (inactive). (3) The drug is Clc1ccc(C(=O)C2NN=C(C2c2ccccc2)C(OCC)=O)cc1. The result is 0 (inactive). (4) The compound is O=C(NCCN1CCCCC1)c1c(OCC)cc(OCC)cc1. The result is 0 (inactive). (5) The drug is s1c2c(CCN(C2)CC)c(c1NC(=S)Nc1ccccc1)C(OCC)=O. The result is 0 (inactive).